From a dataset of Forward reaction prediction with 1.9M reactions from USPTO patents (1976-2016). Predict the product of the given reaction. (1) Given the reactants [C:1]([OH:6])(=[O:5])[C:2]([OH:4])=[O:3].[CH2:7]([C:12]1([C:16]2[CH:21]=[CH:20][CH:19]=[CH:18][CH:17]=2)[CH2:15][NH:14][CH2:13]1)[CH2:8][CH2:9][CH2:10][CH3:11], predict the reaction product. The product is: [C:1]([OH:6])(=[O:5])[C:2]([OH:4])=[O:3].[CH:16]1([C:12]2([CH2:7][CH2:8][CH2:9][CH2:10][CH3:11])[CH2:13][NH:14][CH2:15]2)[CH2:17][CH2:18][CH2:19][CH2:20][CH2:21]1. (2) Given the reactants [I-].C[S+](C)(C)=O.[CH3:7]S(C)=O.[H-].[Na+].[C:13]1([CH:19]([C:25]2[CH:30]=[CH:29][CH:28]=[CH:27][CH:26]=2)[N:20]2[CH2:23][C:22](=[O:24])[CH2:21]2)[CH:18]=[CH:17][CH:16]=[CH:15][CH:14]=1, predict the reaction product. The product is: [C:25]1([CH:19]([C:13]2[CH:14]=[CH:15][CH:16]=[CH:17][CH:18]=2)[N:20]2[CH2:23][C:22]3([CH2:7][O:24]3)[CH2:21]2)[CH:26]=[CH:27][CH:28]=[CH:29][CH:30]=1. (3) Given the reactants [C:1]([O:5][C:6]([NH:8][C@H:9]([C:15]([OH:17])=O)[CH2:10][O:11][CH2:12][CH:13]=[CH2:14])=[O:7])([CH3:4])([CH3:3])[CH3:2].Cl.[CH3:19][O:20][C:21](=[O:24])[CH2:22][NH2:23].C(N(CC)C(C)C)(C)C.C1C=C2N=NN(O)C2=CC=1.O.CCN=C=NCCCN(C)C.Cl, predict the reaction product. The product is: [CH3:19][O:20][C:21](=[O:24])[CH2:22][NH:23][C:15](=[O:17])[C@H:9]([CH2:10][O:11][CH2:12][CH:13]=[CH2:14])[NH:8][C:6]([O:5][C:1]([CH3:2])([CH3:3])[CH3:4])=[O:7]. (4) Given the reactants [CH3:1][C:2]1([CH3:12])[O:6][C:5](=[CH:7][C:8](Cl)=[O:9])[C:4](=[O:11])[O:3]1.[CH3:13][C:14]1[CH:23]=[CH:22][C:17]([CH2:18][NH:19][O:20][CH3:21])=[CH:16][CH:15]=1, predict the reaction product. The product is: [CH3:1][C:2]1([CH3:12])[O:6][C:5](=[CH:7][C:8]([N:19]([O:20][CH3:21])[CH2:18][C:17]2[CH:22]=[CH:23][C:14]([CH3:13])=[CH:15][CH:16]=2)=[O:9])[C:4](=[O:11])[O:3]1.